From a dataset of Full USPTO retrosynthesis dataset with 1.9M reactions from patents (1976-2016). Predict the reactants needed to synthesize the given product. (1) Given the product [C:1]1([CH:7]([O:9][C:10](=[O:11])[NH:12][CH:16]2[CH:25]3[CH2:24][CH2:13][N:14]([CH2:21][CH2:20]3)[CH2:15]2)[CH3:8])[CH:2]=[CH:3][CH:4]=[CH:5][CH:6]=1, predict the reactants needed to synthesize it. The reactants are: [C:1]1([CH:7]([O:9][C:10]([N:12]2[CH:16]=[CH:15][N:14]=[CH:13]2)=[O:11])[CH3:8])[CH:6]=[CH:5][CH:4]=[CH:3][CH:2]=1.Cl.Cl.N[CH:20]1[CH:25]2CCN(C[CH2:24]2)[CH2:21]1.C(=O)([O-])[O-].[Na+].[Na+]. (2) Given the product [CH:1]1([N:6]2[CH2:12][C:11]3([CH2:14][CH2:13]3)[C:10](=[O:15])[N:9]([CH3:16])[C:8]3[CH:17]=[N:18][C:19]([NH:21][C:22]4[CH:30]=[CH:29][C:25]([C:26]([NH:64][N:65]5[CH2:70][CH2:69][O:68][CH2:67][CH2:66]5)=[O:27])=[CH:24][C:23]=4[O:31][CH3:32])=[N:20][C:7]2=3)[CH2:2][CH2:3][CH2:4][CH2:5]1, predict the reactants needed to synthesize it. The reactants are: [CH:1]1([N:6]2[CH2:12][C:11]3([CH2:14][CH2:13]3)[C:10](=[O:15])[N:9]([CH3:16])[C:8]3[CH:17]=[N:18][C:19]([NH:21][C:22]4[CH:30]=[CH:29][C:25]([C:26](O)=[O:27])=[CH:24][C:23]=4[O:31][CH3:32])=[N:20][C:7]2=3)[CH2:5][CH2:4][CH2:3][CH2:2]1.CCN(C(C)C)C(C)C.CN(C(ON1N=NC2C=CC=CC1=2)=[N+](C)C)C.[B-](F)(F)(F)F.[NH2:64][N:65]1[CH2:70][CH2:69][O:68][CH2:67][CH2:66]1. (3) Given the product [CH3:36][O:37][C:38]1[CH:10]=[CH:5][N:6]=[C:7]2[N:8]([S:28]([C:22]3[CH:27]=[CH:26][CH:25]=[CH:24][CH:23]=3)(=[O:30])=[O:29])[CH:9]=[CH:35][C:34]=12, predict the reactants needed to synthesize it. The reactants are: BrC1[C:10]2[C:5](=[N:6][CH:7]=[N:8][C:9]=2Cl)N(COCC[Si](C)(C)C)N=1.[H-].[Na+].[C:22]1([S:28](Cl)(=[O:30])=[O:29])[CH:27]=[CH:26][CH:25]=[CH:24][CH:23]=1.[NH4+].[Cl-].[CH2:34]1[CH2:38][O:37][CH2:36][CH2:35]1. (4) Given the product [NH2:22][C:18]1[CH:17]=[C:16]([S:13]([NH:12][CH2:11][CH2:10][CH2:9][NH:8][C:6]2[C:5]([I:25])=[CH:4][N:3]=[C:2]([Cl:1])[N:7]=2)(=[O:14])=[O:15])[CH:21]=[CH:20][CH:19]=1, predict the reactants needed to synthesize it. The reactants are: [Cl:1][C:2]1[N:7]=[C:6]([NH:8][CH2:9][CH2:10][CH2:11][NH:12][S:13]([C:16]2[CH:21]=[CH:20][CH:19]=[C:18]([N+:22]([O-])=O)[CH:17]=2)(=[O:15])=[O:14])[C:5]([I:25])=[CH:4][N:3]=1.[OH-].[Na+]. (5) Given the product [F:30][C:31]1[CH:36]=[CH:35][C:34]([F:37])=[CH:33][C:32]=1[O:29][CH:8]([C:5]1[CH:4]=[CH:3][C:2]([F:1])=[CH:7][CH:6]=1)[CH2:9][CH2:10][N:11]1[CH2:16][CH2:15][CH:14]([C:17]2[CH:18]=[C:19]([NH:23][C:24](=[O:28])[CH:25]([CH3:26])[CH3:27])[CH:20]=[CH:21][CH:22]=2)[CH2:13][CH2:12]1, predict the reactants needed to synthesize it. The reactants are: [F:1][C:2]1[CH:7]=[CH:6][C:5]([CH:8]([OH:29])[CH2:9][CH2:10][N:11]2[CH2:16][CH2:15][CH:14]([C:17]3[CH:18]=[C:19]([NH:23][C:24](=[O:28])[CH:25]([CH3:27])[CH3:26])[CH:20]=[CH:21][CH:22]=3)[CH2:13][CH2:12]2)=[CH:4][CH:3]=1.[F:30][C:31]1[CH:36]=[CH:35][C:34]([F:37])=[CH:33][C:32]=1O. (6) Given the product [F:8][C:9]1[CH:10]=[CH:11][C:12]([CH2:13][N:14]([CH2:22][C:23]2[O:27][CH:26]=[C:25]([C:28]3[CH:56]=[CH:55][C:31]4[NH:32][C:33](=[O:35])[O:34][C:30]=4[CH:29]=3)[CH:24]=2)[CH:15]2[CH2:20][CH2:19][N:18]([CH3:21])[CH2:17][CH2:16]2)=[CH:57][CH:58]=1, predict the reactants needed to synthesize it. The reactants are: C(O)(C(F)(F)F)=O.[F:8][C:9]1[CH:58]=[CH:57][C:12]([CH2:13][N:14]([CH2:22][C:23]2[O:27][CH:26]=[C:25]([C:28]3[CH:56]=[CH:55][C:31]4[N:32](C(C5C=CC=CC=5)(C5C=CC=CC=5)C5C=CC=CC=5)[C:33](=[O:35])[O:34][C:30]=4[CH:29]=3)[CH:24]=2)[CH:15]2[CH2:20][CH2:19][N:18]([CH3:21])[CH2:17][CH2:16]2)=[CH:11][CH:10]=1. (7) Given the product [Cl:1][C:2]1[C:3]2[N:4]([C:23]([CH2:24][CH:25]3[CH2:27][CH2:26]3)=[N:22][N:21]=2)[N:5]=[CH:6][C:7]=1[N:8]1[CH2:13][CH2:12][N:11]([C:14]2[CH:19]=[CH:18][C:17]([F:20])=[CH:16][CH:15]=2)[CH2:10][CH2:9]1, predict the reactants needed to synthesize it. The reactants are: [Cl:1][C:2]1[C:7]([N:8]2[CH2:13][CH2:12][N:11]([C:14]3[CH:19]=[CH:18][C:17]([F:20])=[CH:16][CH:15]=3)[CH2:10][CH2:9]2)=[CH:6][N:5]=[N:4][C:3]=1[NH:21][NH:22][C:23](=O)[CH2:24][CH:25]1[CH2:27][CH2:26]1.P(Cl)(Cl)(Cl)=O.